From a dataset of Reaction yield outcomes from USPTO patents with 853,638 reactions. Predict the reaction yield, written as a fraction of the theoretical maximum amount of product (1.0 means a 100% yield; for example, 0.34 means a 34% yield). The reactants are [NH:1]1[CH2:6][CH2:5][CH:4]([C:7]([OH:9])=[O:8])[CH2:3][CH2:2]1.[C:10]1([CH:16]([C:22]2[CH:27]=[CH:26][CH:25]=[CH:24][CH:23]=2)[N:17]2[CH2:20][C:19](=O)[CH2:18]2)[CH:15]=[CH:14][CH:13]=[CH:12][CH:11]=1.C([BH3-])#N.C[NH+](C)C. The catalyst is CO.C(O)(=O)C. The product is [C:10]1([CH:16]([C:22]2[CH:27]=[CH:26][CH:25]=[CH:24][CH:23]=2)[N:17]2[CH2:20][CH:19]([N:1]3[CH2:6][CH2:5][CH:4]([C:7]([OH:9])=[O:8])[CH2:3][CH2:2]3)[CH2:18]2)[CH:11]=[CH:12][CH:13]=[CH:14][CH:15]=1. The yield is 1.00.